This data is from Peptide-MHC class I binding affinity with 185,985 pairs from IEDB/IMGT. The task is: Regression. Given a peptide amino acid sequence and an MHC pseudo amino acid sequence, predict their binding affinity value. This is MHC class I binding data. (1) The peptide sequence is LEYTIVITPH. The MHC is HLA-B40:01 with pseudo-sequence HLA-B40:01. The binding affinity (normalized) is 0.278. (2) The peptide sequence is RSASGGVYL. The MHC is HLA-A02:03 with pseudo-sequence HLA-A02:03. The binding affinity (normalized) is 0.114.